Task: Predict which catalyst facilitates the given reaction.. Dataset: Catalyst prediction with 721,799 reactions and 888 catalyst types from USPTO (1) Reactant: [C:1]([NH:4][C:5]1[C:14]2[C:9](=[CH:10][CH:11]=[CH:12][CH:13]=2)[C:8]([S:15](Cl)(=[O:17])=[O:16])=[CH:7][CH:6]=1)(=[O:3])[CH3:2].[NH2:19][C:20]1[S:21][CH:22]=[CH:23][N:24]=1. Product: [S:21]1[CH:22]=[CH:23][N:24]=[C:20]1[NH:19][S:15]([C:8]1[C:9]2[C:14](=[CH:13][CH:12]=[CH:11][CH:10]=2)[C:5]([NH:4][C:1](=[O:3])[CH3:2])=[CH:6][CH:7]=1)(=[O:17])=[O:16]. The catalyst class is: 17. (2) The catalyst class is: 1. Reactant: C([N-]C(C)C)(C)C.[Li+].[CH3:9][C:10]1[CH:11]=[C:12]([NH:21][C:22]2[N:27]=[C:26]([C:28]([F:31])([F:30])[F:29])[CH:25]=[CH:24][N:23]=2)[CH:13]=[C:14]([C:16]2[S:20][CH:19]=[N:18][CH:17]=2)[CH:15]=1.[Br:32]Br. Product: [Br:32][C:19]1[S:20][C:16]([C:14]2[CH:13]=[C:12]([NH:21][C:22]3[N:27]=[C:26]([C:28]([F:29])([F:31])[F:30])[CH:25]=[CH:24][N:23]=3)[CH:11]=[C:10]([CH3:9])[CH:15]=2)=[CH:17][N:18]=1. (3) Reactant: [CH3:1]C(C)([O-])C.[K+].CN(C)C=O.[N+:12]([C:15]1[CH:24]=[CH:23][CH:22]=[C:21]2[C:16]=1[CH:17]=[CH:18][O:19][C:20]2=[O:25])([O-:14])=[O:13].FC(F)(F)C(O)=O.C(=O)([O-])[O-].[K+].[K+].Cl. Product: [CH3:1][C:24]1[C:15]([N+:12]([O-:14])=[O:13])=[C:16]2[C:21](=[CH:22][CH:23]=1)[C:20](=[O:25])[O:19][CH:18]=[CH:17]2. The catalyst class is: 211. (4) Reactant: [NH2:1][CH2:2][CH2:3][CH2:4][Si:5]([O:12][CH2:13][CH3:14])([O:9][CH2:10][CH3:11])[O:6][CH2:7][CH3:8].Cl[CH2:16][CH2:17][N:18]=[C:19]=[O:20].[S-2:21].[Na+].[Na+]. Product: [Si:5]([CH2:4][CH2:3][CH2:2][NH:1][C:19]([NH:18][CH2:17][CH2:16][S:21][CH2:16][CH2:17][NH:18][C:19]([NH:1][CH2:2][CH2:3][CH2:4][Si:5]([O:12][CH2:13][CH3:14])([O:6][CH2:7][CH3:8])[O:9][CH2:10][CH3:11])=[O:20])=[O:20])([O:12][CH2:13][CH3:14])([O:6][CH2:7][CH3:8])[O:9][CH2:10][CH3:11]. The catalyst class is: 8. (5) Reactant: [Br:1][C:2]1[C:3]([N:21]=[CH:22][N:23](C)C)=[N:4][C:5]([N:8]2[CH2:13][CH2:12][N:11]([C:14]([O:16][C:17]([CH3:20])([CH3:19])[CH3:18])=[O:15])[CH2:10][CH2:9]2)=[N:6][CH:7]=1.Cl.N[OH:28]. The catalyst class is: 5. Product: [Br:1][C:2]1[C:3]([N:21]=[CH:22][NH:23][OH:28])=[N:4][C:5]([N:8]2[CH2:13][CH2:12][N:11]([C:14]([O:16][C:17]([CH3:20])([CH3:19])[CH3:18])=[O:15])[CH2:10][CH2:9]2)=[N:6][CH:7]=1. (6) Reactant: C([C@H:5]([O:9][CH:10]1[CH2:15][CH2:14][N:13]([C:16](=[O:33])[CH:17]([NH:19][C:20]([C:22]2[CH:23]=[C:24]3[C:29](=[CH:30][CH:31]=2)[C:28]([NH2:32])=[N:27][CH:26]=[CH:25]3)=[O:21])[CH3:18])[CH2:12][CH2:11]1)[C:6]([OH:8])=[O:7])(C)(C)C.[ClH:34]. Product: [ClH:34].[NH2:32][C:28]1[C:29]2[C:24](=[CH:23][C:22]([C:20]([NH:19][C@@H:17]([CH3:18])[C:16]([N:13]3[CH2:12][CH2:11][CH:10]([O:9][CH2:5][C:6]([OH:8])=[O:7])[CH2:15][CH2:14]3)=[O:33])=[O:21])=[CH:31][CH:30]=2)[CH:25]=[CH:26][N:27]=1. The catalyst class is: 12. (7) Reactant: FC1C=CC=C(F)C=1N1C2C(=CC([C:18]3[CH:23]=[C:22]([C:24]4[O:25][CH:26]=[CH:27][N:28]=4)[CH:21]=[CH:20][C:19]=3[CH3:29])=CC=2)C=C1.[C:30]1([S:36]([N:39]2[C:47]3[C:42](=[CH:43][C:44](B4OC(C)(C)C(C)(C)O4)=[CH:45][CH:46]=3)[CH:41]=[C:40]2[C:57]2[C:62]([F:63])=[CH:61][CH:60]=[CH:59][C:58]=2[F:64])(=[O:38])=[O:37])[CH:35]=[CH:34][CH:33]=[CH:32][CH:31]=1.BrC1C=C(C2OC=CN=2)C=CC=1C.C([O-])([O-])=O.[K+].[K+]. Product: [C:30]1([S:36]([N:39]2[C:47]3[C:42](=[CH:43][C:44]([C:20]4[CH:21]=[C:22]([C:24]5[O:25][CH:26]=[CH:27][N:28]=5)[CH:23]=[CH:18][C:19]=4[CH3:29])=[CH:45][CH:46]=3)[CH:41]=[C:40]2[C:57]2[C:62]([F:63])=[CH:61][CH:60]=[CH:59][C:58]=2[F:64])(=[O:37])=[O:38])[CH:35]=[CH:34][CH:33]=[CH:32][CH:31]=1. The catalyst class is: 12. (8) Product: [Si:12]([O:19][CH2:20]/[CH:21]=[CH:25]/[C:26]([O:28][CH2:7][CH3:9])=[O:27])([C:15]([CH3:16])([CH3:17])[CH3:18])([CH3:13])[CH3:14]. The catalyst class is: 23. Reactant: CCN([CH:7]([CH3:9])C)C(C)C.[Li+].[Cl-].[Si:12]([O:19][CH2:20][CH:21]=O)([C:15]([CH3:18])([CH3:17])[CH3:16])([CH3:14])[CH3:13].C([C:25](CC)(P(O)(OC)=O)[C:26]([O-:28])=[O:27])C. (9) Reactant: [Si]([O:8][CH2:9][C@H:10]1[CH2:21][CH2:20][C:19]2[S:18][C:17]3[N:16]=[CH:15][N:14]=[C:13]([O:22][CH:23]4[CH2:28][CH2:27][C:26]([NH:30][C:31](=[O:37])[O:32][C:33]([CH3:36])([CH3:35])[CH3:34])([CH3:29])[CH2:25][CH2:24]4)[C:12]=3[C:11]1=2)(C(C)(C)C)(C)C.CCCC[N+](CCCC)(CCCC)CCCC.[F-]. Product: [OH:8][CH2:9][C@H:10]1[CH2:21][CH2:20][C:19]2[S:18][C:17]3[N:16]=[CH:15][N:14]=[C:13]([O:22][CH:23]4[CH2:24][CH2:25][C:26]([NH:30][C:31](=[O:37])[O:32][C:33]([CH3:36])([CH3:35])[CH3:34])([CH3:29])[CH2:27][CH2:28]4)[C:12]=3[C:11]1=2. The catalyst class is: 7. (10) Reactant: [CH3:1][O:2][C:3]1[CH:4]=[C:5]2[C:10](=[CH:11][C:12]=1[O:13][CH3:14])[N:9]=[CH:8][CH:7]=[C:6]2[O:15][C:16]1[CH:22]=[CH:21][C:19]([NH2:20])=[CH:18][CH:17]=1.C1(C)C=CC=CC=1.C(N(CC)CC)C.ClC(Cl)(O[C:41](=[O:47])[O:42][C:43](Cl)(Cl)Cl)Cl.[CH3:49][O:50][C:51]1[CH:52]=[C:53]([CH:59]=[CH:60][CH:61]=1)[O:54][CH2:55][CH2:56]CO. Product: [CH3:1][O:2][C:3]1[CH:4]=[C:5]2[C:10](=[CH:11][C:12]=1[O:13][CH3:14])[N:9]=[CH:8][CH:7]=[C:6]2[O:15][C:16]1[CH:22]=[CH:21][C:19]([NH:20][C:41](=[O:47])[O:42][CH2:43][CH2:56][CH2:55][O:54][C:53]2[CH:59]=[CH:60][CH:61]=[C:51]([O:50][CH3:49])[CH:52]=2)=[CH:18][CH:17]=1. The catalyst class is: 2.